From a dataset of Peptide-MHC class II binding affinity with 134,281 pairs from IEDB. Regression. Given a peptide amino acid sequence and an MHC pseudo amino acid sequence, predict their binding affinity value. This is MHC class II binding data. (1) The peptide sequence is FGTMPSLTLACLTKQ. The MHC is DRB1_0401 with pseudo-sequence DRB1_0401. The binding affinity (normalized) is 0.903. (2) The peptide sequence is EKKYFAFTQFEPLAA. The MHC is HLA-DPA10201-DPB10101 with pseudo-sequence HLA-DPA10201-DPB10101. The binding affinity (normalized) is 1.00. (3) The peptide sequence is TLEALDYKECEWPLT. The MHC is DRB1_0301 with pseudo-sequence DRB1_0301. The binding affinity (normalized) is 0.258. (4) The peptide sequence is ERKILRPRWIDARVYSDH. The MHC is DRB1_0101 with pseudo-sequence DRB1_0101. The binding affinity (normalized) is 0.0782. (5) The MHC is HLA-DQA10201-DQB10402 with pseudo-sequence HLA-DQA10201-DQB10402. The binding affinity (normalized) is 0. The peptide sequence is KKMNISVIMLLVSGWNS. (6) The peptide sequence is PVGEIYKRWIILGLN. The MHC is DRB1_0101 with pseudo-sequence DRB1_0101. The binding affinity (normalized) is 0.222. (7) The peptide sequence is DIDLGRNEVVNDVST. The MHC is HLA-DPA10201-DPB11401 with pseudo-sequence HLA-DPA10201-DPB11401. The binding affinity (normalized) is 0.0703. (8) The binding affinity (normalized) is 0.131. The peptide sequence is AAATAGTTVYGAIAA. The MHC is HLA-DPA10103-DPB10401 with pseudo-sequence HLA-DPA10103-DPB10401.